Dataset: Forward reaction prediction with 1.9M reactions from USPTO patents (1976-2016). Task: Predict the product of the given reaction. (1) Given the reactants C(OC([N:8]1[CH2:17][CH2:16][C:15]2[C:11](=[C:12](OS(C(F)(F)F)(=O)=O)[N:13]([CH:18]([CH3:20])[CH3:19])[N:14]=2)[CH2:10][CH2:9]1)=O)(C)(C)C.[CH2:29]([C:31]1[CH:36]=[CH:35][C:34](B(O)O)=[CH:33][CH:32]=1)[CH3:30], predict the reaction product. The product is: [CH2:29]([C:31]1[CH:36]=[CH:35][C:34]([C:12]2[N:13]([CH:18]([CH3:19])[CH3:20])[N:14]=[C:15]3[C:11]=2[CH2:10][CH2:9][NH:8][CH2:17][CH2:16]3)=[CH:33][CH:32]=1)[CH3:30]. (2) Given the reactants [OH:1][C:2]1[CH:11]=[CH:10][C:5]([C:6]([NH:8][NH2:9])=[O:7])=[CH:4][CH:3]=1.[Cl:12][C:13]1[CH:18]=[CH:17][C:16]([N:19]=[C:20]=S)=[CH:15][CH:14]=1, predict the reaction product. The product is: [Cl:12][C:13]1[CH:18]=[CH:17][C:16]([NH:19][C:20]2[O:7][C:6]([C:5]3[CH:10]=[CH:11][C:2]([OH:1])=[CH:3][CH:4]=3)=[N:8][N:9]=2)=[CH:15][CH:14]=1. (3) Given the reactants [CH3:1][O:2][C:3]1[CH:12]=[C:11]2[C:6]([C:7]([C:14]3[S:15][C:16]([CH3:19])=[CH:17][CH:18]=3)=[N:8][NH:9][C:10]2=O)=[CH:5][CH:4]=1.P(Cl)(Cl)([Cl:22])=O, predict the reaction product. The product is: [Cl:22][C:10]1[C:11]2[C:6](=[CH:5][CH:4]=[C:3]([O:2][CH3:1])[CH:12]=2)[C:7]([C:14]2[S:15][C:16]([CH3:19])=[CH:17][CH:18]=2)=[N:8][N:9]=1. (4) The product is: [F:24][C:20]1[CH:19]=[C:18]([CH:23]=[CH:22][CH:21]=1)[CH2:17][N:14]1[C:15]([CH3:16])=[C:11]([C:10]2[C:4]3[C:5](=[N:6][CH:7]=[C:2]([C:50]4[CH:51]=[CH:52][C:47]([O:46][CH2:45][CH2:44][CH2:43][O:42][CH2:41][C:40]5[CH:39]=[CH:38][C:68]([O:72][CH3:69])=[CH:67][CH:75]=5)=[C:48]([NH:62][S:63]([CH3:66])(=[O:64])=[O:65])[CH:49]=4)[CH:3]=3)[N:8]([S:26]([C:29]3[CH:35]=[CH:34][C:32]([CH3:33])=[CH:31][CH:30]=3)(=[O:27])=[O:28])[CH:9]=2)[C:12]([CH3:25])=[N:13]1. Given the reactants Br[C:2]1[CH:3]=[C:4]2[C:10]([C:11]3[C:12]([CH3:25])=[N:13][N:14]([CH2:17][C:18]4[CH:23]=[CH:22][CH:21]=[C:20]([F:24])[CH:19]=4)[C:15]=3[CH3:16])=[CH:9][N:8]([S:26]([C:29]3[CH:35]=[CH:34][C:32]([CH3:33])=[CH:31][CH:30]=3)(=[O:28])=[O:27])[C:5]2=[N:6][CH:7]=1.CO[C:38]1[CH:68]=[CH:67][C:41]([O:42][CH2:43][CH2:44][CH2:45][O:46][C:47]2[CH:52]=[CH:51][C:50](B3OC(C)(C)C(C)(C)O3)=[CH:49][C:48]=2[NH:62][S:63]([CH3:66])(=[O:65])=[O:64])=[CH:40][CH:39]=1.[C:69](=[O:72])([O-])[O-].[Na+].[Na+].[CH3:75]OCCOC.O, predict the reaction product. (5) Given the reactants [F:1][C:2]1[C:12]([F:13])=[CH:11][CH:10]=[C:4]2[C:5]([O:7][C:8](=[O:9])[C:3]=12)=[O:6].CO[Na].Cl.[CH3:18][OH:19], predict the reaction product. The product is: [CH3:18][O:19][C:8](=[O:9])[C:3]1[C:4](=[CH:10][CH:11]=[C:12]([F:13])[C:2]=1[F:1])[C:5]([OH:7])=[O:6]. (6) Given the reactants [CH3:1][C:2](=C(C)C)[CH2:3][CH2:4][C:2]1(O)[CH2:1]C[CH2:4][CH2:3]1.[Mg].BrCCCCBr.[CH3:21][CH:22]([CH:29]=[CH:30][CH2:31][CH3:32])[CH2:23][C:24]([O:26]CC)=O, predict the reaction product. The product is: [CH3:21][CH:22](/[CH:29]=[CH:30]/[CH2:31][CH3:32])[CH2:23][C:24]1([OH:26])[CH2:4][CH2:3][CH2:2][CH2:1]1. (7) Given the reactants S(Cl)(Cl)=O.[CH3:5][O:6][C@@H:7]1[CH2:11][CH2:10][N:9]([C:12]([C:14]2[S:22][C:21]3[C:16](=[N:17][CH:18]=[CH:19][C:20]=3[O:23][C:24]3[CH:25]=[CH:26][C:27]4[C:31]([C:32](O)=[O:33])=[C:30]([CH3:35])[S:29][C:28]=4[CH:36]=3)[CH:15]=2)=[O:13])[CH2:8]1.[CH:37]1([NH2:40])[CH2:39][CH2:38]1, predict the reaction product. The product is: [CH:37]1([NH:40][C:32]([C:31]2[C:27]3[CH:26]=[CH:25][C:24]([O:23][C:20]4[CH:19]=[CH:18][N:17]=[C:16]5[CH:15]=[C:14]([C:12]([N:9]6[CH2:10][CH2:11][C@@H:7]([O:6][CH3:5])[CH2:8]6)=[O:13])[S:22][C:21]=45)=[CH:36][C:28]=3[S:29][C:30]=2[CH3:35])=[O:33])[CH2:39][CH2:38]1. (8) Given the reactants FC(F)([S:6]([O-:9])(=[O:8])=[O:7])C(F)F.[K+].FC(F)=C(F)F.S([O-])([O-])=[O:19].[K+].[K+].[S:24](=[O:27])([OH:26])[O-:25].FC(F)(S(O)(=O)=O)C(F)F, predict the reaction product. The product is: [OH:7][S:6]([OH:9])(=[O:19])=[O:8].[O:25]=[S:24](=[O:27])=[O:26]. (9) The product is: [C:36]([C:26]1[C:25]([NH:24][C:6](=[O:8])[C:5]2[CH:9]=[C:10]([S:13]([N:16]3[CH2:17][CH2:18][N:19]([CH2:22][CH3:23])[CH2:20][CH2:21]3)(=[O:14])=[O:15])[CH:11]=[N:12][C:4]=2[O:3][CH2:1][CH3:2])=[C:29]([CH2:30][CH3:31])[N:28]([CH2:32][CH2:33][O:34][CH3:35])[N:27]=1)(=[O:37])[NH2:38]. Given the reactants [CH2:1]([O:3][C:4]1[N:12]=[CH:11][C:10]([S:13]([N:16]2[CH2:21][CH2:20][N:19]([CH2:22][CH3:23])[CH2:18][CH2:17]2)(=[O:15])=[O:14])=[CH:9][C:5]=1[C:6]([OH:8])=O)[CH3:2].[NH2:24][C:25]1[C:26]([C:36]([NH2:38])=[O:37])=[N:27][N:28]([CH2:32][CH2:33][O:34][CH3:35])[C:29]=1[CH2:30][CH3:31], predict the reaction product.